The task is: Predict the reaction yield, written as a fraction of the theoretical maximum amount of product (1.0 means a 100% yield; for example, 0.34 means a 34% yield).. This data is from Reaction yield outcomes from USPTO patents with 853,638 reactions. (1) The reactants are [Br:1][C:2]1[C:10]2[O:9][CH:8]([CH2:11][OH:12])[CH2:7][C:6]=2[CH:5]=[C:4]([CH:13]2[CH2:17][CH2:16][CH2:15][CH2:14]2)[CH:3]=1.[C:18]1([CH3:28])[CH:23]=[CH:22][C:21]([S:24](Cl)(=[O:26])=[O:25])=[CH:20][CH:19]=1.CC1C=CC(S(OCC2CC3C(C(F)(F)F)=CC=C(Cl)C=3O2)(=O)=O)=CC=1. No catalyst specified. The product is [CH3:28][C:18]1[CH:23]=[CH:22][C:21]([S:24]([O:12][CH2:11][CH:8]2[CH2:7][C:6]3[CH:5]=[C:4]([CH:13]4[CH2:14][CH2:15][CH2:16][CH2:17]4)[CH:3]=[C:2]([Br:1])[C:10]=3[O:9]2)(=[O:26])=[O:25])=[CH:20][CH:19]=1. The yield is 0.700. (2) The reactants are [CH3:1][C:2]1[N:6]([CH2:7][C:8]2[CH:13]=[CH:12][CH:11]=[C:10]([C:14]([F:17])([F:16])[F:15])[C:9]=2[CH3:18])[C:5]2[CH:19]=[C:20]([N:27]3[CH2:32][CH2:31][O:30][CH2:29][CH2:28]3)[CH:21]=[C:22]([C:23](OC)=[O:24])[C:4]=2[N:3]=1.[H-].[H-].[H-].[H-].[Li+].[Al+3]. The catalyst is O1CCCC1. The product is [CH3:1][C:2]1[N:6]([CH2:7][C:8]2[CH:13]=[CH:12][CH:11]=[C:10]([C:14]([F:16])([F:15])[F:17])[C:9]=2[CH3:18])[C:5]2[CH:19]=[C:20]([N:27]3[CH2:28][CH2:29][O:30][CH2:31][CH2:32]3)[CH:21]=[C:22]([CH2:23][OH:24])[C:4]=2[N:3]=1. The yield is 0.880. (3) The yield is 0.600. The reactants are [CH2:1]([C:3]1[O:4][C:5]2[CH:11]=[C:10]([C:12]([O:14][CH2:15][CH3:16])=[O:13])[CH:9]=[C:8]([OH:17])[C:6]=2[CH:7]=1)[CH3:2].[CH3:18][S:19]([C:22]1[CH:27]=[CH:26][C:25](F)=[CH:24][CH:23]=1)(=[O:21])=[O:20].C([O-])([O-])=O.[Cs+].[Cs+].O. The catalyst is CN(C=O)C. The product is [CH2:1]([C:3]1[O:4][C:5]2[CH:11]=[C:10]([C:12]([O:14][CH2:15][CH3:16])=[O:13])[CH:9]=[C:8]([O:17][C:25]3[CH:26]=[CH:27][C:22]([S:19]([CH3:18])(=[O:21])=[O:20])=[CH:23][CH:24]=3)[C:6]=2[CH:7]=1)[CH3:2]. (4) The reactants are [CH:1]1([CH2:4][O:5][NH2:6])[CH2:3][CH2:2]1.C([O:9][C:10]([C:12]1[C:17]([NH:18][C:19]2[CH:24]=[CH:23][C:22]([CH3:25])=[CH:21][C:20]=2[F:26])=[C:16]([CH3:27])[C:15](=[O:28])[N:14]([CH3:29])[C:13]=1[CH3:30])=O)C.C[Si]([N-][Si](C)(C)C)(C)C.[Li+]. The catalyst is C1COCC1. The product is [CH:1]1([CH2:4][O:5][NH:6][C:10]([C:12]2[C:17]([NH:18][C:19]3[CH:24]=[CH:23][C:22]([CH3:25])=[CH:21][C:20]=3[F:26])=[C:16]([CH3:27])[C:15](=[O:28])[N:14]([CH3:29])[C:13]=2[CH3:30])=[O:9])[CH2:3][CH2:2]1. The yield is 0.400. (5) The reactants are [C:1]([N:8]1[CH2:13][CH2:12][CH:11]([C:14]([OH:16])=O)[CH2:10][CH2:9]1)([O:3][C:4]([CH3:7])([CH3:6])[CH3:5])=[O:2].C(Cl)(=O)C(Cl)=O.CN(C=O)C.CCN(CC)CC.[Br:35][C:36]1[CH:42]=[C:41]([CH3:43])[CH:40]=[C:39]([CH3:44])[C:37]=1[NH2:38]. The catalyst is C(Cl)Cl.CN(C)C1C=CN=CC=1. The product is [C:4]([O:3][C:1]([N:8]1[CH2:9][CH2:10][CH:11]([C:14](=[O:16])[NH:38][C:37]2[C:39]([CH3:44])=[CH:40][C:41]([CH3:43])=[CH:42][C:36]=2[Br:35])[CH2:12][CH2:13]1)=[O:2])([CH3:5])([CH3:6])[CH3:7]. The yield is 0.400. (6) The reactants are C([N:8]([C@H:16]1[CH2:21][CH2:20][C@H:19]([C:22]([OH:25])([CH3:24])[CH3:23])[CH2:18][CH2:17]1)CC1C=CC=CC=1)C1C=CC=CC=1. The catalyst is [OH-].[Pd+2].[OH-].C(O)C. The product is [NH2:8][C@H:16]1[CH2:21][CH2:20][C@H:19]([C:22]([OH:25])([CH3:23])[CH3:24])[CH2:18][CH2:17]1. The yield is 0.370. (7) The reactants are [CH2:1]([O:8][P:9]([O:19][CH2:20][O:21][C:22](=[O:39])[N:23]([CH:36]1[CH2:38][CH2:37]1)[C:24](=[O:35])[C:25]1[CH:30]=[CH:29][C:28]([CH3:31])=[C:27]([N+:32]([O-])=O)[CH:26]=1)([O:11][CH2:12][C:13]1[CH:18]=[CH:17][CH:16]=[CH:15][CH:14]=1)=[O:10])[C:2]1[CH:7]=[CH:6][CH:5]=[CH:4][CH:3]=1.[Cl-].[NH4+]. The catalyst is CO.C1COCC1.[Zn]. The product is [CH2:12]([O:11][P:9]([O:19][CH2:20][O:21][C:22](=[O:39])[N:23]([C:24](=[O:35])[C:25]1[CH:30]=[CH:29][C:28]([CH3:31])=[C:27]([NH2:32])[CH:26]=1)[CH:36]1[CH2:38][CH2:37]1)([O:8][CH2:1][C:2]1[CH:3]=[CH:4][CH:5]=[CH:6][CH:7]=1)=[O:10])[C:13]1[CH:14]=[CH:15][CH:16]=[CH:17][CH:18]=1. The yield is 1.00.